Task: Predict the reactants needed to synthesize the given product.. Dataset: Full USPTO retrosynthesis dataset with 1.9M reactions from patents (1976-2016) (1) Given the product [CH3:1][CH:2]1[CH2:3][CH2:4][NH:5][CH2:6][CH:7]1[C:8]([OH:10])=[O:9], predict the reactants needed to synthesize it. The reactants are: [CH3:1][C:2]1[C:7]([C:8]([OH:10])=[O:9])=[CH:6][N:5]=[CH:4][CH:3]=1. (2) Given the product [CH3:1][O:2][C:3]1[CH:8]=[CH:7][C:6]([CH:9]([C:14]2[CH:19]=[CH:18][C:17]([O:20][CH3:21])=[CH:16][CH:15]=2)[CH2:10][CH:11]([NH:22][CH2:23][CH:24]([C:26]2[CH:27]=[CH:28][CH:29]=[C:30]([CH3:32])[N:31]=2)[OH:25])[CH3:12])=[CH:5][CH:4]=1, predict the reactants needed to synthesize it. The reactants are: [CH3:1][O:2][C:3]1[CH:8]=[CH:7][C:6]([CH:9]([C:14]2[CH:19]=[CH:18][C:17]([O:20][CH3:21])=[CH:16][CH:15]=2)[CH2:10][C:11](=O)[CH3:12])=[CH:5][CH:4]=1.[NH2:22][CH2:23][CH:24]([C:26]1[N:31]=[C:30]([CH3:32])[CH:29]=[CH:28][CH:27]=1)[OH:25].CC1N=C(C=O)C=CC=1.C[Si](C#N)(C)C.[H-].[Al+3].[Li+].[H-].[H-].[H-].C(O[BH-](OC(=O)C)OC(=O)C)(=O)C.[Na+].C(=O)(O)[O-].[Na+]. (3) Given the product [Br:26][C:24]1[CH:25]=[C:20]([CH2:10][NH:11][C:12]2[CH:13]=[CH:14][CH:15]=[CH:16][C:17]=2[C:18]([NH:9][C:5]2[CH:6]=[CH:7][CH:8]=[C:3]([C:2]([F:30])([F:1])[F:29])[CH:4]=2)=[O:19])[CH:21]=[N:22][C:23]=1[O:27][CH3:28], predict the reactants needed to synthesize it. The reactants are: [F:1][C:2]([F:30])([F:29])[C:3]1[CH:4]=[C:5]([N:9]2[C:18](=[O:19])[C:17]3[C:12](=[CH:13][CH:14]=[CH:15][CH:16]=3)[NH:11][CH:10]2[C:20]2[CH:21]=[N:22][C:23]([O:27][CH3:28])=[C:24]([Br:26])[CH:25]=2)[CH:6]=[CH:7][CH:8]=1.ClCCCl.C([SiH](CC)CC)C.FC(F)(F)C(O)=O. (4) Given the product [CH3:31][S:32]([OH:35])(=[O:34])=[O:33].[CH:1](=[C:8]1[NH:13][C:12](=[O:14])[C:11](=[CH:15][C:16]2[CH:21]=[CH:20][C:19]([O:22][CH2:23][C:24]3[CH:29]=[CH:28][N:27]=[CH:26][CH:25]=3)=[CH:18][N:17]=2)[NH:10][C:9]1=[O:30])[C:2]1[CH:3]=[CH:4][CH:5]=[CH:6][CH:7]=1, predict the reactants needed to synthesize it. The reactants are: [CH:1](=[C:8]1[NH:13][C:12](=[O:14])[C:11](=[CH:15][C:16]2[CH:21]=[CH:20][C:19]([O:22][CH2:23][C:24]3[CH:29]=[CH:28][N:27]=[CH:26][CH:25]=3)=[CH:18][N:17]=2)[NH:10][C:9]1=[O:30])[C:2]1[CH:7]=[CH:6][CH:5]=[CH:4][CH:3]=1.[CH3:31][S:32]([OH:35])(=[O:34])=[O:33].